This data is from Forward reaction prediction with 1.9M reactions from USPTO patents (1976-2016). The task is: Predict the product of the given reaction. (1) The product is: [CH3:1][O:2][C:3]1[CH:12]=[C:11]2[C:6]([CH2:7][CH2:8][C@H:9]([NH2:26])[CH2:10]2)=[CH:5][CH:4]=1. Given the reactants [CH3:1][O:2][C:3]1[CH:12]=[C:11]2[C:6]([CH2:7][CH2:8][C@@H:9](OS(C3C=CC=C([N+]([O-])=O)C=3)(=O)=O)[CH2:10]2)=[CH:5][CH:4]=1.[NH3:26], predict the reaction product. (2) Given the reactants [Cl:1][C:2]1[S:6][C:5]([NH:7][S:8]([C:11]2[CH:20]=[CH:19][C:14]([C:15]([O:17]C)=[O:16])=[C:13]([C:21]#[N:22])[CH:12]=2)(=[O:10])=[O:9])=[N:4][CH:3]=1.[OH-].[Li+], predict the reaction product. The product is: [Cl:1][C:2]1[S:6][C:5]([NH:7][S:8]([C:11]2[CH:20]=[CH:19][C:14]([C:15]([OH:17])=[O:16])=[C:13]([C:21]#[N:22])[CH:12]=2)(=[O:10])=[O:9])=[N:4][CH:3]=1. (3) Given the reactants [Cl-].[NH4+].[CH2:3]([O:5][C:6]1[CH:11]=[CH:10][C:9]([N+:12]([O-])=O)=[CH:8][C:7]=1[I:15])[CH3:4], predict the reaction product. The product is: [CH2:3]([O:5][C:6]1[CH:11]=[CH:10][C:9]([NH2:12])=[CH:8][C:7]=1[I:15])[CH3:4].